From a dataset of Full USPTO retrosynthesis dataset with 1.9M reactions from patents (1976-2016). Predict the reactants needed to synthesize the given product. (1) Given the product [F:1][C:2]1[CH:18]=[C:17]([C:19]2[N:20]=[C:37]([C:34]3[CH:35]=[CH:36][C:31]([C:26]4[CH:27]=[CH:28][CH:29]=[CH:30][C:25]=4[CH3:24])=[C:32]([C:40]([F:41])([F:43])[F:42])[CH:33]=3)[O:22][N:21]=2)[CH:16]=[C:15]([F:23])[C:3]=1[CH2:4][N:5]([CH3:14])[CH2:6][C:7]([O:9][C:10]([CH3:11])([CH3:13])[CH3:12])=[O:8], predict the reactants needed to synthesize it. The reactants are: [F:1][C:2]1[CH:18]=[C:17]([C:19](=[N:21][OH:22])[NH2:20])[CH:16]=[C:15]([F:23])[C:3]=1[CH2:4][N:5]([CH3:14])[CH2:6][C:7]([O:9][C:10]([CH3:13])([CH3:12])[CH3:11])=[O:8].[CH3:24][C:25]1[CH:30]=[CH:29][CH:28]=[CH:27][C:26]=1[C:31]1[CH:36]=[CH:35][C:34]([C:37](O)=O)=[CH:33][C:32]=1[C:40]([F:43])([F:42])[F:41].C(Cl)CCl. (2) Given the product [CH3:13][C:10]1[CH:11]=[CH:12][C:7]([C:5]2[NH:4][N:3]=[C:2]([NH:1][C:29]([C:26]3[CH:25]=[CH:24][C:23]([C:14]4[CH:15]=[CH:16][C:17]([C:20]([NH:1][C:2]5[CH:6]=[C:5]([C:7]6[CH:12]=[CH:11][C:10]([CH3:13])=[CH:9][CH:8]=6)[NH:4][N:3]=5)=[O:22])=[CH:18][CH:19]=4)=[CH:28][CH:27]=3)=[O:31])[CH:6]=2)=[CH:8][CH:9]=1, predict the reactants needed to synthesize it. The reactants are: [NH2:1][C:2]1[CH:6]=[C:5]([C:7]2[CH:12]=[CH:11][C:10]([CH3:13])=[CH:9][CH:8]=2)[NH:4][N:3]=1.[C:14]1([C:23]2[CH:28]=[CH:27][C:26]([C:29]([OH:31])=O)=[CH:25][CH:24]=2)[CH:19]=[CH:18][C:17]([C:20]([OH:22])=O)=[CH:16][CH:15]=1. (3) Given the product [C:1]12([C:11]3[CH:12]=[C:13]([C:18]4[CH:19]=[C:20]([CH:23]=[CH:24][CH:25]=4)[CH:21]=[C:32]4[S:26][C:27]([N:35]([CH2:36][CH3:37])[CH2:33][CH3:34])=[N:29][C:30]4=[O:31])[CH:14]=[CH:15][C:16]=3[OH:17])[CH2:2][CH:3]3[CH2:4][CH:5]([CH2:6][CH:7]([CH2:9]3)[CH2:8]1)[CH2:10]2, predict the reactants needed to synthesize it. The reactants are: [C:1]12([C:11]3[CH:12]=[C:13]([C:18]4[CH:19]=[C:20]([CH:23]=[CH:24][CH:25]=4)[CH:21]=O)[CH:14]=[CH:15][C:16]=3[OH:17])[CH2:10][CH:5]3[CH2:6][CH:7]([CH2:9][CH:3]([CH2:4]3)[CH2:2]1)[CH2:8]2.[S:26]1[CH2:32][C:30](=[O:31])[NH:29][C:27]1=S.[CH2:33]([NH:35][CH2:36][CH3:37])[CH3:34]. (4) Given the product [CH3:33][C:34]1([CH3:48])[C:35]([C:2]2[CH:27]=[CH:26][C:5]([CH2:6][O:7][C:8]3[CH:13]=[CH:12][C:11]([C@@H:14]([C:21]4[CH:25]=[CH:24][O:23][N:22]=4)[CH2:15][C:16]([O:18][CH2:19][CH3:20])=[O:17])=[CH:10][CH:9]=3)=[CH:4][C:3]=2[O:28][C:29]([F:32])([F:31])[F:30])=[CH:36][CH2:37][CH2:38]1, predict the reactants needed to synthesize it. The reactants are: Cl[C:2]1[CH:27]=[CH:26][C:5]([CH2:6][O:7][C:8]2[CH:13]=[CH:12][C:11]([C@@H:14]([C:21]3[CH:25]=[CH:24][O:23][N:22]=3)[CH2:15][C:16]([O:18][CH2:19][CH3:20])=[O:17])=[CH:10][CH:9]=2)=[CH:4][C:3]=1[O:28][C:29]([F:32])([F:31])[F:30].[CH3:33][C:34]1([CH3:48])[C:38](B2OC(C)(C)C(C)(C)O2)=[CH:37][CH2:36][CH2:35]1.COC1C=CC=C(OC)C=1C1C=CC=CC=1P(C1CCCCC1)C1CCCCC1.[O-]P([O-])([O-])=O.[K+].[K+].[K+]. (5) Given the product [CH:7]1([C@@H:5]2[N:4]([C:12]3[CH:19]=[CH:18][C:15]([C:16]#[N:17])=[C:14]([CH3:20])[N:13]=3)[N:3]=[C:2]([C:25]3[CH:26]=[CH:27][CH:28]=[C:23]([O:22][CH3:21])[N:24]=3)[CH2:6]2)[CH2:11][CH2:10][CH2:9][CH2:8]1, predict the reactants needed to synthesize it. The reactants are: Cl[C:2]1[CH2:6][C@H:5]([CH:7]2[CH2:11][CH2:10][CH2:9][CH2:8]2)[N:4]([C:12]2[CH:19]=[CH:18][C:15]([C:16]#[N:17])=[C:14]([CH3:20])[N:13]=2)[N:3]=1.[CH3:21][O:22][C:23]1[CH:28]=[CH:27][CH:26]=[C:25](B2OC(C)(C)C(C)(C)O2)[N:24]=1. (6) Given the product [F:35][C:26]1[CH:27]=[C:28]([C:31]([OH:34])([CH3:32])[CH3:33])[CH:29]=[CH:30][C:25]=1[C:19]1[S:18][C:17]([NH:16][C:2]2[CH:3]=[CH:4][CH:5]=[C:6]([CH:8]([N:11]3[CH:15]=[CH:14][N:13]=[N:12]3)[CH2:9][OH:10])[N:7]=2)=[C:21]([C:22]([NH2:24])=[O:23])[CH:20]=1, predict the reactants needed to synthesize it. The reactants are: Br[C:2]1[N:7]=[C:6]([CH:8]([N:11]2[CH:15]=[CH:14][N:13]=[N:12]2)[CH2:9][OH:10])[CH:5]=[CH:4][CH:3]=1.[NH2:16][C:17]1[S:18][C:19]([C:25]2[CH:30]=[CH:29][C:28]([C:31]([OH:34])([CH3:33])[CH3:32])=[CH:27][C:26]=2[F:35])=[CH:20][C:21]=1[C:22]([NH2:24])=[O:23]. (7) Given the product [CH2:36]([O:35][C:33](=[O:34])[C:20]([CH2:23][C:24]1[CH:25]=[CH:26][CH:27]=[CH:28][CH:29]=1)([C:21]#[N:22])[C:17]1[CH:18]=[CH:19][C:14]([F:13])=[C:15]([O:30][CH3:31])[CH:16]=1)[CH3:37], predict the reactants needed to synthesize it. The reactants are: C(NC(C)C)(C)C.C([Li])CCC.[F:13][C:14]1[CH:19]=[CH:18][C:17]([CH:20]([CH2:23][C:24]2[CH:29]=[CH:28][CH:27]=[CH:26][CH:25]=2)[C:21]#[N:22])=[CH:16][C:15]=1[O:30][CH3:31].Cl[C:33]([O:35][CH2:36][CH3:37])=[O:34]. (8) The reactants are: [CH3:1][O:2][C:3]([C:5]1[S:12][C:11]2[C:10]([CH:13]3[CH2:18][CH2:17][CH2:16][CH2:15][CH2:14]3)=[C:9]([C:19]3[CH:20]=[C:21]4[C:26](=[CH:27][CH:28]=3)[N:25]=[C:24]([C:29]3[S:33][C:32]([CH3:34])=[N:31][C:30]=3[CH3:35])[CH:23]=[CH:22]4)[NH:8][C:7]=2[CH:6]=1)=[O:4].[H-].[Na+].C([CH:42](Br)[C:43]([O-:45])=[O:44])(C)(C)C. Given the product [CH3:1][O:2][C:3]([C:5]1[S:12][C:11]2[C:10]([CH:13]3[CH2:14][CH2:15][CH2:16][CH2:17][CH2:18]3)=[C:9]([C:19]3[CH:20]=[C:21]4[C:26](=[CH:27][CH:28]=3)[N:25]=[C:24]([C:29]3[S:33][C:32]([CH3:34])=[N:31][C:30]=3[CH3:35])[CH:23]=[CH:22]4)[N:8]([CH2:42][C:43]([O:45][C:10]([CH3:13])([CH3:11])[CH3:9])=[O:44])[C:7]=2[CH:6]=1)=[O:4], predict the reactants needed to synthesize it. (9) Given the product [Cl:17][C:18]1[CH:23]=[C:22]([Cl:24])[CH:21]=[CH:20][C:19]=1[O:25][C:2]1[CH:7]=[CH:6][C:5]([N+:8]([O-:10])=[O:9])=[CH:4][CH:3]=1, predict the reactants needed to synthesize it. The reactants are: F[C:2]1[CH:7]=[CH:6][C:5]([N+:8]([O-:10])=[O:9])=[CH:4][CH:3]=1.C(=O)([O-])[O-].[K+].[K+].[Cl:17][C:18]1[CH:23]=[C:22]([Cl:24])[CH:21]=[CH:20][C:19]=1[OH:25].O.